This data is from Full USPTO retrosynthesis dataset with 1.9M reactions from patents (1976-2016). The task is: Predict the reactants needed to synthesize the given product. (1) Given the product [C:8]([C:6]1[N:7]=[C:2]([C:11]2[CH:12]=[N:13][N:14]([CH3:19])[C:15]=2[C:16]([OH:18])=[O:17])[CH:3]=[CH:4][CH:5]=1)#[N:9], predict the reactants needed to synthesize it. The reactants are: Br[C:2]1[N:7]=[C:6]([C:8]#[N:9])[CH:5]=[CH:4][CH:3]=1.I[C:11]1[CH:12]=[N:13][N:14]([CH3:19])[C:15]=1[C:16]([OH:18])=[O:17]. (2) Given the product [CH3:2][O:3][C:4](=[O:14])[C@H:5]([CH2:7][C:8]1[CH:13]=[CH:12][CH:11]=[CH:10][CH:9]=1)[NH:6][C:33](=[O:32])[C@H:34]([CH3:35])[NH:30][C:22](=[O:29])[C:23]1[CH:24]=[CH:25][CH:26]=[CH:27][CH:28]=1, predict the reactants needed to synthesize it. The reactants are: Cl.[CH3:2][O:3][C:4](=[O:14])[C@H:5]([CH2:7][C:8]1[CH:13]=[CH:12][CH:11]=[CH:10][CH:9]=1)[NH2:6].CN1CCOCC1.[C:22]([N:30]1[C@@H:34]([CH3:35])[C:33](=O)[O:32]C1=O)(=[O:29])[C:23]1[CH:28]=[CH:27][CH:26]=[CH:25][CH:24]=1.C(N[C@H](C(O)=O)C)(=O)C1C=CC=CC=1.Cl. (3) Given the product [CH3:12][N:2]([CH3:1])[CH:3]([C:7]1[CH:11]=[CH:10][S:9][CH:8]=1)[C:4]([NH:17][C:18]1[CH:26]=[CH:25][C:21]([C:22]([NH2:24])=[O:23])=[C:20]([CH3:27])[CH:19]=1)=[O:6], predict the reactants needed to synthesize it. The reactants are: [CH3:1][N:2]([CH3:12])[CH:3]([C:7]1[CH:11]=[CH:10][S:9][CH:8]=1)[C:4]([OH:6])=O.C(Cl)CCl.[NH2:17][C:18]1[CH:26]=[CH:25][C:21]([C:22]([NH2:24])=[O:23])=[C:20]([CH3:27])[CH:19]=1.C([O-])(O)=O.[Na+]. (4) Given the product [Cl:12][C:13]1[CH:14]=[C:15]([C:2]2[S:3][CH:4]=[C:5]([C:7]([O:9][CH2:10][CH3:11])=[O:8])[N:6]=2)[CH:16]=[C:17]([Cl:21])[C:18]=1[O:19][CH3:20], predict the reactants needed to synthesize it. The reactants are: Br[C:2]1[S:3][CH:4]=[C:5]([C:7]([O:9][CH2:10][CH3:11])=[O:8])[N:6]=1.[Cl:12][C:13]1[CH:14]=[C:15](B2OC(C)(C)C(C)(C)O2)[CH:16]=[C:17]([Cl:21])[C:18]=1[O:19][CH3:20].